From a dataset of Reaction yield outcomes from USPTO patents with 853,638 reactions. Predict the reaction yield, written as a fraction of the theoretical maximum amount of product (1.0 means a 100% yield; for example, 0.34 means a 34% yield). (1) The reactants are Br[C:2]1[N:6]([S:7]([C:10]2[CH:15]=[CH:14][CH:13]=[C:12]([O:16][CH3:17])[CH:11]=2)(=[O:9])=[O:8])[CH:5]=[C:4]([CH2:18][N:19]([CH3:27])[C:20](=[O:26])[O:21][C:22]([CH3:25])([CH3:24])[CH3:23])[CH:3]=1.[F:28][C:29]1[C:34](B(O)O)=[CH:33][CH:32]=[CH:31][N:30]=1.C(=O)([O-])[O-].[Na+].[Na+]. The catalyst is COCCOC.O.C1C=CC([P]([Pd]([P](C2C=CC=CC=2)(C2C=CC=CC=2)C2C=CC=CC=2)([P](C2C=CC=CC=2)(C2C=CC=CC=2)C2C=CC=CC=2)[P](C2C=CC=CC=2)(C2C=CC=CC=2)C2C=CC=CC=2)(C2C=CC=CC=2)C2C=CC=CC=2)=CC=1. The product is [F:28][C:29]1[C:34]([C:2]2[N:6]([S:7]([C:10]3[CH:15]=[CH:14][CH:13]=[C:12]([O:16][CH3:17])[CH:11]=3)(=[O:9])=[O:8])[CH:5]=[C:4]([CH2:18][N:19]([CH3:27])[C:20](=[O:26])[O:21][C:22]([CH3:25])([CH3:24])[CH3:23])[CH:3]=2)=[CH:33][CH:32]=[CH:31][N:30]=1. The yield is 0.640. (2) The reactants are [NH2:1][C:2]1[CH:3]=[C:4]2[C:8](=[CH:9][CH:10]=1)[NH:7][C:6](=[O:11])[CH2:5]2.[C:12](O[C:12]([O:14][C:15]([CH3:18])([CH3:17])[CH3:16])=[O:13])([O:14][C:15]([CH3:18])([CH3:17])[CH3:16])=[O:13].CCN(CC)CC. The catalyst is C1COCC1. The product is [O:11]=[C:6]1[CH2:5][C:4]2[C:8](=[CH:9][CH:10]=[C:2]([NH:1][C:12](=[O:13])[O:14][C:15]([CH3:18])([CH3:17])[CH3:16])[CH:3]=2)[NH:7]1. The yield is 0.770.